This data is from Catalyst prediction with 721,799 reactions and 888 catalyst types from USPTO. The task is: Predict which catalyst facilitates the given reaction. (1) Reactant: [OH:1][CH:2]1[CH2:7][O:6][CH2:5][CH:4]([NH:8][C:9](=[O:15])[O:10][C:11]([CH3:14])([CH3:13])[CH3:12])[CH2:3]1.[CH3:16][S:17](Cl)(=[O:19])=[O:18]. Product: [CH3:16][S:17]([O:1][CH:2]1[CH2:3][CH:4]([NH:8][C:9]([O:10][C:11]([CH3:12])([CH3:14])[CH3:13])=[O:15])[CH2:5][O:6][CH2:7]1)(=[O:19])=[O:18]. The catalyst class is: 119. (2) Reactant: [NH2:1][C:2]1[CH:21]=[C:20]([F:22])[CH:19]=[CH:18][C:3]=1[O:4][CH2:5][C@H:6]([NH:10][C:11]([O:13][C:14]([CH3:17])([CH3:16])[CH3:15])=[O:12])[C:7](O)=[O:8].Cl.CN(C)CCCN=C=NCC. The catalyst class is: 9. Product: [C:14]([O:13][C:11](=[O:12])[NH:10][C@@H:6]1[C:7](=[O:8])[NH:1][C:2]2[CH:21]=[C:20]([F:22])[CH:19]=[CH:18][C:3]=2[O:4][CH2:5]1)([CH3:17])([CH3:16])[CH3:15]. (3) Reactant: [CH3:1][C:2]1[CH:11]=[C:10]([CH3:12])[C:9]([C:13]2[NH:17][CH:16]3[CH2:18][O:19][CH2:20][CH:15]3[N:14]=2)=[CH:8][C:3]=1[C:4]([O:6]C)=[O:5].[OH-].[Na+]. Product: [CH3:1][C:2]1[CH:11]=[C:10]([CH3:12])[C:9]([C:13]2[NH:17][CH:16]3[CH2:18][O:19][CH2:20][CH:15]3[N:14]=2)=[CH:8][C:3]=1[C:4]([OH:6])=[O:5]. The catalyst class is: 24. (4) Reactant: Cl[C:2]1[N:7]=[C:6]([NH:8][CH2:9][C:10]2[CH:15]=[CH:14][C:13]([O:16][CH3:17])=[CH:12][CH:11]=2)[CH:5]=[C:4]([Cl:18])[N:3]=1.[H-].[Na+].[CH2:21]([O:23][CH2:24][CH2:25][OH:26])C. Product: [Cl:18][C:4]1[N:3]=[C:2]([O:26][CH2:25][CH2:24][O:23][CH3:21])[N:7]=[C:6]([NH:8][CH2:9][C:10]2[CH:15]=[CH:14][C:13]([O:16][CH3:17])=[CH:12][CH:11]=2)[CH:5]=1. The catalyst class is: 7. (5) Reactant: [S-:1][C:2]#[N:3].[Na+].[F:5][C:6]1[CH:11]=[CH:10][C:9]([CH2:12][C:13](Cl)=[O:14])=[CH:8][CH:7]=1.[F:16][C:17]1[CH:18]=[C:19]([NH2:36])[CH:20]=[CH:21][C:22]=1[O:23][CH:24]1[C:29]2=[C:30]([CH:33]([CH3:35])[CH3:34])[CH:31]=[CH:32][N:28]2[N:27]=[CH:26][NH:25]1.C1COCC1.ClCCl. Product: [F:16][C:17]1[CH:18]=[C:19]([NH:36][C:2]([NH:3][C:13](=[O:14])[CH2:12][C:9]2[CH:10]=[CH:11][C:6]([F:5])=[CH:7][CH:8]=2)=[S:1])[CH:20]=[CH:21][C:22]=1[O:23][CH:24]1[C:29]2=[C:30]([CH:33]([CH3:34])[CH3:35])[CH:31]=[CH:32][N:28]2[N:27]=[CH:26][NH:25]1. The catalyst class is: 13. (6) Reactant: [C:1]([O:5][C:6]([C:8]1[C:16]2[CH2:15][CH:14]([CH2:17][NH2:18])[N:13]([CH2:19][C:20]3[CH:25]=[CH:24][C:23]([O:26][CH3:27])=[CH:22][CH:21]=3)[CH2:12][C:11]=2[S:10][C:9]=1[NH2:28])=[O:7])([CH3:4])([CH3:3])[CH3:2].C(N(CC)CC)C.[C:36](Cl)(=[O:43])[C:37]1[CH:42]=[CH:41][CH:40]=[CH:39][CH:38]=1. Product: [C:1]([O:5][C:6]([C:8]1[C:16]2[CH2:15][CH:14]([CH2:17][NH:18][C:36](=[O:43])[C:37]3[CH:42]=[CH:41][CH:40]=[CH:39][CH:38]=3)[N:13]([CH2:19][C:20]3[CH:21]=[CH:22][C:23]([O:26][CH3:27])=[CH:24][CH:25]=3)[CH2:12][C:11]=2[S:10][C:9]=1[NH2:28])=[O:7])([CH3:4])([CH3:3])[CH3:2]. The catalyst class is: 4. (7) Reactant: [NH:1]1[C:9]2[C:4](=[CH:5][CH:6]=[CH:7][CH:8]=2)[CH:3]=[C:2]1[C:10]1[C:18]2[C:13](=[CH:14][CH:15]=[C:16]([OH:19])[CH:17]=2)[NH:12][N:11]=1.[N+](C1C=CC=C[C:24]=1[O:29][P:30]([CH:42]1[CH2:47][CH2:46][CH2:45][CH2:44][CH2:43]1)(=O)[O:31]C1C=CC=CC=1[N+]([O-])=O)([O-])=O.N12CCCN=C1CCCCC2.CO. Product: [CH3:24][O:29][P:30]([CH:42]1[CH2:47][CH2:46][CH2:45][CH2:44][CH2:43]1)(=[O:31])[O:19][C:16]1[CH:17]=[C:18]2[C:13](=[CH:14][CH:15]=1)[NH:12][N:11]=[C:10]2[C:2]1[NH:1][C:9]2[C:4]([CH:3]=1)=[CH:5][CH:6]=[CH:7][CH:8]=2. The catalyst class is: 4. (8) Reactant: [Br:1][C:2]1[CH:3]=[CH:4][C:5]([F:20])=[C:6]([CH:19]=1)[C:7]([NH:9][C:10]1[C:11]([C:16]([NH2:18])=[O:17])=[N:12][CH:13]=[CH:14][N:15]=1)=O.[OH-].[K+].CC(O)=O. Product: [Br:1][C:2]1[CH:3]=[CH:4][C:5]([F:20])=[C:6]([C:7]2[NH:18][C:16](=[O:17])[C:11]3[C:10](=[N:15][CH:14]=[CH:13][N:12]=3)[N:9]=2)[CH:19]=1. The catalyst class is: 374. (9) Reactant: [F:1][CH:2]([F:13])[C:3]1[N:8]=[C:7]([C:9]([O:11]C)=[O:10])[CH:6]=[CH:5][CH:4]=1.O1CCCC1.O.[OH-].[Li+]. Product: [F:13][CH:2]([F:1])[C:3]1[N:8]=[C:7]([C:9]([OH:11])=[O:10])[CH:6]=[CH:5][CH:4]=1. The catalyst class is: 6. (10) Reactant: [C:1]([C:5]1[CH:19]=[CH:18][C:8]([O:9][CH2:10][C:11]([O:13]C(C)(C)C)=[O:12])=[CH:7][C:6]=1[Cl:20])([CH3:4])([CH3:3])[CH3:2].C(O)(C(F)(F)F)=O. Product: [C:1]([C:5]1[CH:19]=[CH:18][C:8]([O:9][CH2:10][C:11]([OH:13])=[O:12])=[CH:7][C:6]=1[Cl:20])([CH3:4])([CH3:2])[CH3:3]. The catalyst class is: 2.